Dataset: Full USPTO retrosynthesis dataset with 1.9M reactions from patents (1976-2016). Task: Predict the reactants needed to synthesize the given product. (1) The reactants are: Br[C:2]1[CH:15]=[CH:14][C:13]([O:16][Si:17]([C:20]([CH3:23])([CH3:22])[CH3:21])([CH3:19])[CH3:18])=[CH:12][C:3]=1[CH2:4][C:5]1([C:10]#[N:11])[CH2:9][CH2:8][CH2:7][CH2:6]1.[F:24][C:25]1[CH:30]=[CH:29][C:28]([O:31][CH3:32])=[CH:27][C:26]=1B(O)O.C1(P(C2CCCCC2)C2C=CC=CC=2C2C(OC)=CC=CC=2OC)CCCCC1.C(=O)([O-])[O-].[Na+].[Na+]. Given the product [Si:17]([O:16][C:13]1[CH:14]=[CH:15][C:2]([C:26]2[CH:27]=[C:28]([O:31][CH3:32])[CH:29]=[CH:30][C:25]=2[F:24])=[C:3]([CH2:4][C:5]2([C:10]#[N:11])[CH2:9][CH2:8][CH2:7][CH2:6]2)[CH:12]=1)([C:20]([CH3:23])([CH3:22])[CH3:21])([CH3:19])[CH3:18], predict the reactants needed to synthesize it. (2) Given the product [NH2:1][C:2]1[C:3]2[C:10]([C:11]([C:13]3[CH:14]=[CH:15][C:16]([O:31][CH3:32])=[C:17]([NH:19][C:20]([NH:22][C:23]4[CH:28]=[CH:27][C:26]([Cl:29])=[CH:25][C:24]=4[Cl:30])=[O:21])[CH:18]=3)=[O:12])=[CH:9][N:8]([CH:33]([CH3:35])[CH3:34])[C:4]=2[N:5]=[CH:6][N:7]=1.[S:40]([O-:43])(=[O:42])(=[O:41])[CH3:39], predict the reactants needed to synthesize it. The reactants are: [NH2:1][C:2]1[C:3]2[C:10]([C:11]([C:13]3[CH:14]=[CH:15][C:16]([O:31][CH3:32])=[C:17]([NH:19][C:20]([NH:22][C:23]4[CH:28]=[CH:27][C:26]([Cl:29])=[CH:25][C:24]=4[Cl:30])=[O:21])[CH:18]=3)=[O:12])=[CH:9][N:8]([CH:33]([CH3:35])[CH3:34])[C:4]=2[N:5]=[CH:6][N:7]=1.C(O)C.[CH3:39][S:40]([OH:43])(=[O:42])=[O:41]. (3) Given the product [O:17]1[CH:21]=[CH:20][C:19]([C:2]2[NH:3][C:4]3[N:5]([N:12]=[CH:13][C:14]=3[C:15]#[N:16])[C:6](=[O:11])[C:7]=2[CH:8]([CH3:10])[CH3:9])=[CH:18]1, predict the reactants needed to synthesize it. The reactants are: Cl[C:2]1[NH:3][C:4]2[N:5]([N:12]=[CH:13][C:14]=2[C:15]#[N:16])[C:6](=[O:11])[C:7]=1[CH:8]([CH3:10])[CH3:9].[O:17]1[CH:21]=[CH:20][C:19](B(O)O)=[CH:18]1.C([O-])([O-])=O.[K+].[K+]. (4) Given the product [Br:1][CH2:2][C@H:3]1[CH2:4][C:5]2[CH:10]=[CH:9][CH:8]=[CH:7][C:6]=2[O:12]1, predict the reactants needed to synthesize it. The reactants are: [Br:1][CH2:2][C@@H:3]([OH:12])[CH2:4][C:5]1[CH:10]=[CH:9][CH:8]=[CH:7][C:6]=1O.CC1C=CC(S(OCC2CC3C=CC=C(CC4C=CC=CC=4)C=3O2)(=O)=O)=CC=1. (5) Given the product [Cl:1][C:2]1[CH:3]=[C:4]([C@@H:12]([CH2:16][CH:37]2[CH2:41][CH2:40][CH2:39][CH2:38]2)[C:13]([NH:33][C:30]2[CH:29]=[N:28][C:27]([CH2:26][CH:25]([O:24][CH3:23])[O:34][CH3:35])=[CH:32][N:31]=2)=[O:15])[CH:5]=[CH:6][C:7]=1[S:8]([CH3:11])(=[O:9])=[O:10], predict the reactants needed to synthesize it. The reactants are: [Cl:1][C:2]1[CH:3]=[C:4]([C@@H:12]([CH3:16])[C:13]([OH:15])=O)[CH:5]=[CH:6][C:7]=1[S:8]([CH3:11])(=[O:10])=[O:9].C(Cl)(=O)C(Cl)=O.[CH3:23][O:24][CH:25]([O:34][CH3:35])[CH2:26][C:27]1[N:28]=[CH:29][C:30]([NH2:33])=[N:31][CH:32]=1.N1[CH:41]=[CH:40][CH:39]=[CH:38][CH:37]=1. (6) Given the product [Br:1][C:2]1[CH:3]=[C:4]([C@@H:9]2[C@@H:10]([C:12]3[CH:17]=[C:16]([F:18])[CH:15]=[CH:14][C:13]=3[F:19])[O:27][C:21](=[O:22])[NH:20]2)[C:5]([F:8])=[N:6][CH:7]=1, predict the reactants needed to synthesize it. The reactants are: [Br:1][C:2]1[CH:3]=[C:4]([C@@H:9]([NH:20][C:21](=[O:27])[O:22]C(C)(C)C)[C@@H:10]([C:12]2[CH:17]=[C:16]([F:18])[CH:15]=[CH:14][C:13]=2[F:19])O)[C:5]([F:8])=[N:6][CH:7]=1.Cl.C(N(CC)C(C)C)C.C(N1C=CN=C1)(N1C=CN=C1)=O. (7) The reactants are: S1C2C(O)=CC=CC=2C=N1.[F:11][C:12]1[C:20]2[S:19][N:18]=[CH:17][C:16]=2[C:15]([O:21]C)=[CH:14][CH:13]=1.Cl.N1C=CC=CC=1. Given the product [F:11][C:12]1[CH:13]=[CH:14][C:15]([OH:21])=[C:16]2[C:20]=1[S:19][N:18]=[CH:17]2, predict the reactants needed to synthesize it. (8) Given the product [C:27]([N:19]([C:17]1[O:18][C:14]([CH2:13][N:10]2[CH2:11][CH2:12][CH:7]([C:1]3[CH:6]=[CH:5][CH:4]=[CH:3][CH:2]=3)[CH2:8][CH2:9]2)=[CH:15][N:16]=1)[C:20](=[O:26])[O:21][C:22]([CH3:23])([CH3:25])[CH3:24])(=[O:29])[CH3:28], predict the reactants needed to synthesize it. The reactants are: [C:1]1([CH:7]2[CH2:12][CH2:11][N:10]([CH2:13][C:14]3[O:18][C:17]([NH:19][C:20](=[O:26])[O:21][C:22]([CH3:25])([CH3:24])[CH3:23])=[N:16][CH:15]=3)[CH2:9][CH2:8]2)[CH:6]=[CH:5][CH:4]=[CH:3][CH:2]=1.[C:27](Cl)(=[O:29])[CH3:28]. (9) Given the product [F:12][C:6]1[C:5]([F:13])=[C:4]([S:16][CH2:17][CH2:18][OH:19])[C:3]([F:15])=[C:2]([F:1])[C:7]=1[S:8]([NH2:11])(=[O:9])=[O:10], predict the reactants needed to synthesize it. The reactants are: [F:1][C:2]1[C:7]([S:8]([NH-:11])(=[O:10])=[O:9])=[C:6]([F:12])[C:5]([F:13])=[C:4](F)[C:3]=1[F:15].[SH:16][CH2:17][CH2:18][OH:19].CO. (10) Given the product [NH2:11][C:12]1[CH:17]=[CH:16][C:15]([CH2:18][CH2:19][CH2:20][C:21]2[N:22]([C:26]([O:28][C:29]([CH3:32])([CH3:31])[CH3:30])=[O:27])[CH:23]=[CH:24][N:25]=2)=[CH:14][CH:13]=1, predict the reactants needed to synthesize it. The reactants are: C(OC([NH:11][C:12]1[CH:17]=[CH:16][C:15]([CH2:18][CH2:19][CH2:20][C:21]2[N:22]([C:26]([O:28][C:29]([CH3:32])([CH3:31])[CH3:30])=[O:27])[CH:23]=[CH:24][N:25]=2)=[CH:14][CH:13]=1)=O)C1C=CC=CC=1.